The task is: Predict the product of the given reaction.. This data is from Forward reaction prediction with 1.9M reactions from USPTO patents (1976-2016). (1) Given the reactants Cl[C:2]1[N:7]=[C:6]([CH2:8][O:9][C:10]2[CH:11]=[C:12]([C@H:16]([CH:23]3[CH2:25][CH2:24]3)[CH2:17][C:18]([O:20][CH2:21][CH3:22])=[O:19])[CH:13]=[CH:14][CH:15]=2)[CH:5]=[N:4][C:3]=1[C:26]1[CH:31]=[C:30]([O:32][CH3:33])[CH:29]=[CH:28][C:27]=1[F:34].[CH2:35]1[C:38]2([CH2:41][CH2:40][CH2:39]2)[CH2:37][NH:36]1.C1C=CC(P(C2C(C3C(P(C4C=CC=CC=4)C4C=CC=CC=4)=CC=C4C=3C=CC=C4)=C3C(C=CC=C3)=CC=2)C2C=CC=CC=2)=CC=1.C([O-])([O-])=O.[Cs+].[Cs+].[NH4+].[Cl-], predict the reaction product. The product is: [CH2:35]1[C:38]2([CH2:41][CH2:40][CH2:39]2)[CH2:37][N:36]1[C:2]1[N:7]=[C:6]([CH2:8][O:9][C:10]2[CH:11]=[C:12]([C@H:16]([CH:23]3[CH2:25][CH2:24]3)[CH2:17][C:18]([O:20][CH2:21][CH3:22])=[O:19])[CH:13]=[CH:14][CH:15]=2)[CH:5]=[N:4][C:3]=1[C:26]1[CH:31]=[C:30]([O:32][CH3:33])[CH:29]=[CH:28][C:27]=1[F:34]. (2) The product is: [O:21]1[C@@H:16]([CH2:15][N:14]2[CH2:13][CH2:12][N:1]([C:2]3[CH:3]=[C:4]([CH2:9][OH:10])[CH:5]=[CH:6][C:7]=3[CH3:8])[CH2:27][CH2:26]2)[CH2:17][O:18][C:19]2[CH:25]=[CH:24][CH:23]=[CH:22][C:20]1=2. Given the reactants [NH2:1][C:2]1[CH:3]=[C:4]([CH2:9][OH:10])[CH:5]=[CH:6][C:7]=1[CH3:8].Cl[CH2:12][CH2:13][N:14]([CH2:26][CH2:27]Cl)[CH2:15][C@@H:16]1[O:21][C:20]2[CH:22]=[CH:23][CH:24]=[CH:25][C:19]=2[O:18][CH2:17]1, predict the reaction product. (3) Given the reactants [CH:1]1([N:6]2[C:15]3[N:14]=[C:13]([NH:16][C:17]4[CH:18]=[CH:19][C:20]([C:29]([OH:31])=O)=[C:21]5[C:25]=4[O:24][CH:23]([CH2:26][O:27][CH3:28])[CH2:22]5)[N:12]=[CH:11][C:10]=3[N:9]([CH3:32])[C:8](=[O:33])[C@H:7]2[CH2:34][CH3:35])[CH2:5][CH2:4][CH2:3][CH2:2]1.F[B-](F)(F)F.[N:41]1(OC(N(C)C)=[N+](C)C)[C:45]2[CH:46]=[CH:47]C=[CH:49][C:44]=2N=N1.[CH:58]([N:61](C(C)C)CC)(C)C.C(=O)([O-])[O-].[Na+].[Na+], predict the reaction product. The product is: [CH:1]1([N:6]2[C:15]3[N:14]=[C:13]([NH:16][C:17]4[CH:18]=[CH:19][C:20]([C:29]([NH:41][CH:45]5[CH2:44][CH2:49][N:61]([CH3:58])[CH2:47][CH2:46]5)=[O:31])=[C:21]5[C:25]=4[O:24][CH:23]([CH2:26][O:27][CH3:28])[CH2:22]5)[N:12]=[CH:11][C:10]=3[N:9]([CH3:32])[C:8](=[O:33])[C@H:7]2[CH2:34][CH3:35])[CH2:5][CH2:4][CH2:3][CH2:2]1.